Dataset: Forward reaction prediction with 1.9M reactions from USPTO patents (1976-2016). Task: Predict the product of the given reaction. (1) Given the reactants [C:1]1(=[O:11])[O:6][C:4](=O)[C:3]2=[CH:7][CH:8]=[CH:9][CH:10]=[C:2]12.[NH2:12][CH2:13][CH2:14][CH2:15][CH2:16][CH2:17][OH:18], predict the reaction product. The product is: [OH:18][CH2:17][CH2:16][CH2:15][CH2:14][CH2:13][N:12]1[C:1](=[O:11])[C:2]2=[CH:10][CH:9]=[CH:8][CH:7]=[C:3]2[C:4]1=[O:6]. (2) Given the reactants O=P12OP3(OP(OP(O3)(O1)=O)(=O)O2)=O.Cl.C(N(CC)CC)C.[NH2:23][C:24]1[CH:29]=[CH:28][CH:27]=[C:26]([CH3:30])[CH:25]=1.[N:31]1[CH:36]=[CH:35][C:34]([CH2:37][C:38]2[C:47]3[C:42](=[CH:43][CH:44]=[CH:45][CH:46]=3)[C:41](=O)[NH:40][N:39]=2)=[CH:33][CH:32]=1.CN(C)C(=O)N(C)C.N, predict the reaction product. The product is: [CH3:30][C:26]1[CH:25]=[C:24]([CH:29]=[CH:28][CH:27]=1)[NH:23][C:41]1[C:42]2[C:47](=[CH:46][CH:45]=[CH:44][CH:43]=2)[C:38]([CH2:37][C:34]2[CH:35]=[CH:36][N:31]=[CH:32][CH:33]=2)=[N:39][N:40]=1. (3) The product is: [CH3:25][N:26]1[CH2:30][CH2:29][N:28]([C:2]2[CH:7]=[CH:6][C:5]([C:8]([N:10]3[CH2:15][CH2:14][N:13]([C:16]4[C:21]([CH3:22])=[CH:20][C:19]([CH3:23])=[C:18]([CH3:24])[N:17]=4)[CH2:12][CH2:11]3)=[O:9])=[CH:4][CH:3]=2)[C:27]1=[O:31]. Given the reactants I[C:2]1[CH:7]=[CH:6][C:5]([C:8]([N:10]2[CH2:15][CH2:14][N:13]([C:16]3[C:21]([CH3:22])=[CH:20][C:19]([CH3:23])=[C:18]([CH3:24])[N:17]=3)[CH2:12][CH2:11]2)=[O:9])=[CH:4][CH:3]=1.[CH3:25][N:26]1[CH2:30][CH2:29][NH:28][C:27]1=[O:31], predict the reaction product. (4) The product is: [NH2:7][C:6]1[CH:8]=[C:2]([N:16]2[CH2:17][CH2:18][C@H:14]([N:13]([CH3:19])[CH3:12])[CH2:15]2)[CH:3]=[CH:4][C:5]=1[N+:9]([O-:11])=[O:10]. Given the reactants F[C:2]1[CH:3]=[CH:4][C:5]([N+:9]([O-:11])=[O:10])=[C:6]([CH:8]=1)[NH2:7].[CH3:12][N:13]([CH3:19])[C@H:14]1[CH2:18][CH2:17][NH:16][CH2:15]1, predict the reaction product. (5) Given the reactants [CH3:1][O:2][C:3]1[CH:29]=[CH:28][C:6]([CH2:7][S:8][C@H:9]2[CH2:13][N:12]([S:14]([CH2:17][CH2:18][C:19]3[CH:24]=[CH:23][CH:22]=[CH:21][CH:20]=3)(=[O:16])=[O:15])[C@H:11]([C:25]([OH:27])=O)[CH2:10]2)=[CH:5][CH:4]=1.[CH2:30](CN)[C:31]1[CH:36]=[CH:35][CH:34]=[CH:33][CH:32]=1.C[CH2:40][N:41]=C=NCCCN(C)C.C1C=CC2N(O)N=NC=2C=1.OS([O-])(=O)=O.[K+].CCOC(C)=O, predict the reaction product. The product is: [CH2:30]([N:41]([CH3:40])[C:25]([C@@H:11]1[CH2:10][C@@H:9]([S:8][CH2:7][C:6]2[CH:28]=[CH:29][C:3]([O:2][CH3:1])=[CH:4][CH:5]=2)[CH2:13][N:12]1[S:14]([CH2:17][CH2:18][C:19]1[CH:20]=[CH:21][CH:22]=[CH:23][CH:24]=1)(=[O:15])=[O:16])=[O:27])[C:31]1[CH:32]=[CH:33][CH:34]=[CH:35][CH:36]=1.